From a dataset of Reaction yield outcomes from USPTO patents with 853,638 reactions. Predict the reaction yield, written as a fraction of the theoretical maximum amount of product (1.0 means a 100% yield; for example, 0.34 means a 34% yield). (1) The catalyst is C(O)CCC.O. The reactants are C([O:4][CH2:5][C:6]1[C:11](B2OC(C)(C)C(C)(C)O2)=[CH:10][CH:9]=[CH:8][C:7]=1[N:21]1[N:30]=[CH:29][C:28]2[C:23](=[C:24]([F:35])[CH:25]=[C:26]([C:31]([CH3:34])([CH3:33])[CH3:32])[CH:27]=2)[C:22]1=[O:36])(=O)C.Cl[C:38]1[CH:39]=[C:40]([NH:46][C:47]2[CH:52]=[N:51][C:50]([C@H:53]3[CH2:57][O:56][C:55]([CH3:59])([CH3:58])[O:54]3)=[CH:49][N:48]=2)[C:41](=[O:45])[N:42]([CH3:44])[N:43]=1.P([O-])([O-])([O-])=O.[K+].[K+].[K+].C1(P(C2CCCCC2)C2C=CC=CC=2C2C(C(C)C)=CC(C(C)C)=CC=2C(C)C)CCCCC1.[Cl-].[NH4+]. The yield is 0.360. The product is [C:31]([C:26]1[CH:27]=[C:28]2[C:23](=[C:24]([F:35])[CH:25]=1)[C:22](=[O:36])[N:21]([C:7]1[CH:8]=[CH:9][CH:10]=[C:11]([C:38]3[CH:39]=[C:40]([NH:46][C:47]4[CH:52]=[N:51][C:50]([C@H:53]5[CH2:57][O:56][C:55]([CH3:58])([CH3:59])[O:54]5)=[CH:49][N:48]=4)[C:41](=[O:45])[N:42]([CH3:44])[N:43]=3)[C:6]=1[CH2:5][OH:4])[N:30]=[CH:29]2)([CH3:34])([CH3:32])[CH3:33]. (2) The reactants are [N+](C1C=C([N+]([O-])=O)C=CC=1NN)([O-])=O.S(=O)(=O)(O)O.[CH3:20][C:21]1([CH2:35][CH2:36][CH2:37][CH:38]([CH3:50])[CH2:39][CH2:40][CH2:41][CH:42]([CH3:49])[CH2:43][CH2:44][CH2:45][CH:46]([CH3:48])[CH3:47])[CH2:30][CH2:29][C:28]2[C:23]([C:24]([CH3:34])=[C:25]([CH3:33])[C:26](=O)[C:27]=2[CH3:31])=[N:22]1. The catalyst is C(O)C.O. The product is [CH3:20][C:21]1([CH2:35][CH2:36][CH2:37][CH:38]([CH3:50])[CH2:39][CH2:40][CH2:41][CH:42]([CH3:49])[CH2:43][CH2:44][CH2:45][CH:46]([CH3:48])[CH3:47])[CH2:30][CH2:29][C:28]2[C:23](=[C:24]([CH3:34])[C:25]([CH3:33])=[CH:26][C:27]=2[CH3:31])[NH:22]1. The yield is 0.950. (3) The reactants are C(O)(=O)C.C([O:9][C:10](=[O:36])[CH2:11][CH2:12][C:13]1[CH:18]=[CH:17][C:16]([O:19][CH2:20][CH2:21][C:22]2[N:23]=[C:24]([C:28]3[CH:33]=[CH:32][CH:31]=[CH:30][CH:29]=3)[O:25][C:26]=2[CH3:27])=[CH:15][C:14]=1[CH2:34][NH2:35])(C)(C)C.[C:37]([CH:45]1[CH2:50][CH2:49][CH2:48][CH2:47][C:46]1=O)(=[O:44])[C:38]1[CH:43]=[CH:42][CH:41]=[CH:40][CH:39]=1.C(O)(C(F)(F)F)=O. The catalyst is C1(OC)C=CC=CC=1.[Pd].O.C(Cl)Cl. The product is [C:37]([C:45]1[CH:50]=[CH:49][CH:48]=[CH:47][C:46]=1[NH:35][CH2:34][C:14]1[CH:15]=[C:16]([O:19][CH2:20][CH2:21][C:22]2[N:23]=[C:24]([C:28]3[CH:29]=[CH:30][CH:31]=[CH:32][CH:33]=3)[O:25][C:26]=2[CH3:27])[CH:17]=[CH:18][C:13]=1[CH2:12][CH2:11][C:10]([OH:9])=[O:36])(=[O:44])[C:38]1[CH:43]=[CH:42][CH:41]=[CH:40][CH:39]=1. The yield is 0.100. (4) The reactants are [CH:1](=O)[CH2:2][CH3:3].S(=O)(=O)(O)O.[CH3:10][C:11]1[CH:16]=[C:15]([CH3:17])[CH:14]=[CH:13][C:12]=1[C:18]1[C:19]2[N:20]([C:24]([NH2:29])=[C:25]([CH2:27][CH3:28])[N:26]=2)[N:21]=[CH:22][CH:23]=1.[BH4-].[Na+].[OH-].[Na+].O1C[CH2:37][CH2:36][CH2:35]1. The catalyst is O. The product is [CH3:10][C:11]1[CH:16]=[C:15]([CH3:17])[CH:14]=[CH:13][C:12]=1[C:18]1[C:19]2[N:20]([C:24]([N:29]([CH2:35][CH2:36][CH3:37])[CH2:1][CH2:2][CH3:3])=[C:25]([CH2:27][CH3:28])[N:26]=2)[N:21]=[CH:22][CH:23]=1. The yield is 0.100. (5) The reactants are [CH3:1][C:2]1[CH:7]=[CH:6][C:5]([S:8]([O:11][CH2:12][C@@H:13]2[O:18][C:17]3[C:19](C=O)=[C:20]([NH:23][C:24]([O:26][CH3:27])=[O:25])[CH:21]=[CH:22][C:16]=3[O:15][CH2:14]2)(=[O:10])=[O:9])=[CH:4][CH:3]=1.ClC1C=C(C=CC=1)C(OO)=[O:35]. The catalyst is C(Cl)Cl.CO. The product is [CH3:1][C:2]1[CH:3]=[CH:4][C:5]([S:8]([O:11][CH2:12][CH:13]2[O:18][C:17]3[C:19]([OH:35])=[C:20]([NH:23][C:24]([O:26][CH3:27])=[O:25])[CH:21]=[CH:22][C:16]=3[O:15][CH2:14]2)(=[O:9])=[O:10])=[CH:6][CH:7]=1. The yield is 0.660.